This data is from Full USPTO retrosynthesis dataset with 1.9M reactions from patents (1976-2016). The task is: Predict the reactants needed to synthesize the given product. (1) Given the product [NH:8]1[CH2:11][CH:10]([CH2:12][C:13]2[N:18]=[C:17]([CH2:19][NH:20][C:21](=[O:27])[O:22][C:23]([CH3:25])([CH3:24])[CH3:26])[CH:16]=[CH:15][CH:14]=2)[CH2:9]1, predict the reactants needed to synthesize it. The reactants are: C1(C(C2C=CC=CC=2)[N:8]2[CH2:11][CH:10]([CH2:12][C:13]3[N:18]=[C:17]([CH2:19][NH:20][C:21](=[O:27])[O:22][C:23]([CH3:26])([CH3:25])[CH3:24])[CH:16]=[CH:15][CH:14]=3)[CH2:9]2)C=CC=CC=1. (2) Given the product [CH3:1][O:2][C:3]([C:4]1[CH:9]=[CH:8][C:7]2[O:10][CH2:21][CH2:20][NH:11][C:6]=2[CH:5]=1)=[O:12], predict the reactants needed to synthesize it. The reactants are: [CH3:1][O:2][C:3](=[O:12])[C:4]1[CH:9]=[CH:8][C:7]([OH:10])=[C:6]([NH2:11])[CH:5]=1.C([O-])([O-])=O.[K+].[K+].Br[CH2:20][CH2:21]Br. (3) The reactants are: [C:1]([C:3]1[CH:8]=[CH:7][N:6]=[C:5]([C:9]([OH:11])=O)[CH:4]=1)#[N:2].[NH2:12][C:13]1[CH:14]=[C:15]2[C:19](=[CH:20][CH:21]=1)[NH:18][CH:17]=[C:16]2[CH:22]1[CH2:27][CH2:26][N:25]([C:28]([CH:30]2[CH2:34][CH2:33][CH2:32][CH2:31]2)=[O:29])[CH2:24][CH2:23]1.F[B-](F)(F)F.N1(OC(N(C)C)=[N+](C)C)C2C=CC=CC=2N=N1.C(N(C(C)C)CC)(C)C. Given the product [C:1]([C:3]1[CH:8]=[CH:7][N:6]=[C:5]([C:9]([NH:12][C:13]2[CH:14]=[C:15]3[C:19](=[CH:20][CH:21]=2)[NH:18][CH:17]=[C:16]3[CH:22]2[CH2:23][CH2:24][N:25]([C:28]([CH:30]3[CH2:31][CH2:32][CH2:33][CH2:34]3)=[O:29])[CH2:26][CH2:27]2)=[O:11])[CH:4]=1)#[N:2], predict the reactants needed to synthesize it.